From a dataset of Catalyst prediction with 721,799 reactions and 888 catalyst types from USPTO. Predict which catalyst facilitates the given reaction. (1) Reactant: F[C:2]1[CH:7]=[C:6]([F:8])[CH:5]=[CH:4][C:3]=1[N+:9]([O-:11])=[O:10].C(N(C(C)C)CC)(C)C.Cl.Cl.[NH:23]1[CH2:28][CH2:27][CH:26]([S:29][C:30]2[CH:35]=[CH:34][CH:33]=[CH:32][N:31]=2)[CH2:25][CH2:24]1.CCCCCC. Product: [F:8][C:6]1[CH:5]=[CH:4][C:3]([N+:9]([O-:11])=[O:10])=[C:2]([N:23]2[CH2:28][CH2:27][CH:26]([S:29][C:30]3[CH:35]=[CH:34][CH:33]=[CH:32][N:31]=3)[CH2:25][CH2:24]2)[CH:7]=1. The catalyst class is: 96. (2) Reactant: [C:1](=[S:3])=S.[C:4]([O:8][C:9]1[CH:14]=[CH:13][C:12]([F:15])=[CH:11][C:10]=1[NH2:16])([CH3:7])([CH3:6])[CH3:5].C(N(CC)CC)C. Product: [C:4]([O:8][C:9]1[CH:14]=[CH:13][C:12]([F:15])=[CH:11][C:10]=1[N:16]=[C:1]=[S:3])([CH3:7])([CH3:5])[CH3:6]. The catalyst class is: 11. (3) Reactant: [CH2:1](Br)[CH3:2].FC(F)(F)C(O)=O.[NH:11]1[CH2:15][CH2:14][C@H:13]([C:16]([O:18][CH2:19][C:20]2[CH:25]=[CH:24][CH:23]=[CH:22][CH:21]=2)=[O:17])[CH2:12]1.C(=O)([O-])[O-].[K+].[K+].CN(C=O)C. Product: [CH2:1]([N:11]1[CH2:15][CH2:14][C@H:13]([C:16]([O:18][CH2:19][C:20]2[CH:25]=[CH:24][CH:23]=[CH:22][CH:21]=2)=[O:17])[CH2:12]1)[CH3:2]. The catalyst class is: 6. (4) Product: [CH3:2][N:3]([CH2:37][CH2:38][C:39]1[CH:44]=[CH:43][CH:42]=[CH:41][N:40]=1)[CH:4]1[CH2:5][CH2:6][CH:7]([O:10][C:11]2[C:22]3[C:21]([CH2:32][CH:30]=[CH:31][CH:15]=3)=[C:17]3[CH2:18][CH2:19][C@H:20]([CH2:23][C:24]([NH2:26])=[O:25])[C:45]=23)[CH2:8][CH2:9]1. Reactant: Cl.[CH3:2][NH:3][CH:4]1[CH2:9][CH2:8][CH:7]([O:10][C:11]2[C:22]3[C:21]4[C@@H:20]([CH2:23][C:24]([NH2:26])=[O:25])[CH2:19][CH2:18][C:17]=4S[C:15]=3N=CN=2)[CH2:6][CH2:5]1.CCN(C(C)C)[CH:30]([CH3:32])[CH3:31].Br[CH2:37][CH2:38][C:39]1[CH:44]=[CH:43][CH:42]=[CH:41][N:40]=1.[CH3:45]N(C=O)C. The catalyst class is: 6. (5) Reactant: [H-].C([Al+]CC(C)C)C(C)C.[CH2:11]1[CH2:15][O:14][CH2:13][CH2:12]1.[CH3:16][N:17]([CH2:19][C:20]1[CH:21]=C(C=C[CH:27]=1)C#N)[CH3:18]. Product: [CH3:16][N:17]([CH2:19][C:20]1[CH:27]=[C:11]([CH:12]=[CH:13][CH:21]=1)[CH:15]=[O:14])[CH3:18]. The catalyst class is: 5. (6) Reactant: [C@@H:1]1([N:10]2[C:19]3[N:18]=[CH:17][N:16]=[C:14]([OH:15])[C:13]=3[N:12]=[CH:11]2)[O:9][C@H:6]([CH2:7][OH:8])[C@@H:4]([OH:5])[C@H:2]1[OH:3].[O-:20][P:21]([O:20][P:21]([O-])([O-:22])=[O:23])(=[O:23])[O-:22].[Na+].[Na+].[Na+].[Na+].C([O-])(=O)C.[Na+]. Product: [C@@H:1]1([N:10]2[C:19]3[N:18]=[CH:17][N:16]=[C:14]([OH:15])[C:13]=3[N:12]=[CH:11]2)[O:9][C@H:6]([CH2:7][O:8][P:21]([OH:23])([OH:22])=[O:20])[C@@H:4]([OH:5])[C@H:2]1[OH:3]. The catalyst class is: 33. (7) Reactant: [CH2:1]([O:8][C:9]1[CH:18]=[C:17]2[C:12]([C:13](Cl)=[N:14][CH:15]=[N:16]2)=[CH:11][C:10]=1[O:20][CH3:21])[C:2]1[CH:7]=[CH:6][CH:5]=[CH:4][CH:3]=1.[F:22][C:23]1[C:31]([OH:32])=[CH:30][CH:29]=[C:28]2[C:24]=1[CH:25]=[C:26]([CH3:33])[NH:27]2.C(=O)([O-])[O-].[K+].[K+]. Product: [CH2:1]([O:8][C:9]1[CH:18]=[C:17]2[C:12]([C:13]([O:32][C:31]3[C:23]([F:22])=[C:24]4[C:28](=[CH:29][CH:30]=3)[NH:27][C:26]([CH3:33])=[CH:25]4)=[N:14][CH:15]=[N:16]2)=[CH:11][C:10]=1[O:20][CH3:21])[C:2]1[CH:7]=[CH:6][CH:5]=[CH:4][CH:3]=1. The catalyst class is: 37.